From a dataset of Forward reaction prediction with 1.9M reactions from USPTO patents (1976-2016). Predict the product of the given reaction. (1) Given the reactants Cl[C:2]1[C:7]2[N:8]=[C:9]([NH:12][C:13]3[CH:18]=[CH:17][C:16]([C:19]4[CH:20]=[N:21][N:22]([CH3:24])[CH:23]=4)=[CH:15][C:14]=3[O:25][CH3:26])[N:10]=[CH:11][C:6]=2[CH:5]=[CH:4][N:3]=1.C(=O)([O-])[O-].[K+].[K+].[CH:33]1([SH:39])[CH2:38][CH2:37][CH2:36][CH2:35][CH2:34]1, predict the reaction product. The product is: [CH:33]1([S:39][C:2]2[C:7]3[N:8]=[C:9]([NH:12][C:13]4[CH:18]=[CH:17][C:16]([C:19]5[CH:20]=[N:21][N:22]([CH3:24])[CH:23]=5)=[CH:15][C:14]=4[O:25][CH3:26])[N:10]=[CH:11][C:6]=3[CH:5]=[CH:4][N:3]=2)[CH2:38][CH2:37][CH2:36][CH2:35][CH2:34]1. (2) Given the reactants [OH:1][C:2]1([CH3:19])[C:7](=[O:8])[CH2:6][CH:5]([C:9]2[CH:14]=[CH:13][N:12]=[CH:11][C:10]=2[N+:15]([O-:17])=[O:16])[O:4][CH:3]1[CH3:18].[BH4-].[Na+], predict the reaction product. The product is: [CH3:18][CH:3]1[C:2]([CH3:19])([OH:1])[CH:7]([OH:8])[CH2:6][CH:5]([C:9]2[CH:14]=[CH:13][N:12]=[CH:11][C:10]=2[N+:15]([O-:17])=[O:16])[O:4]1. (3) Given the reactants CC1(C)C2C=CC=C(P(C3C=CC=CC=3)C3C=CC=CC=3)C=2OC2C1=CC=CC=2P(C1C=CC=CC=1)C1C=CC=CC=1.Br[C:44]1[N:49]=[C:48]([C@@:50]2([CH:69]([F:71])[F:70])[CH2:55][C@@H:54]([C:56]([F:59])([F:58])[F:57])[O:53][C:52]([NH:60][C:61](=[O:68])[C:62]3[CH:67]=[CH:66][CH:65]=[CH:64][CH:63]=3)=[N:51]2)[C:47]([F:72])=[CH:46][CH:45]=1.[Cl:73][C:74]1[CH:75]=[CH:76][C:77]([C:80]([NH2:82])=[O:81])=[N:78][CH:79]=1.C(=O)([O-])[O-].[Cs+].[Cs+], predict the reaction product. The product is: [C:61]([NH:60][C:52]1[O:53][C@H:54]([C:56]([F:59])([F:58])[F:57])[CH2:55][C@@:50]([C:48]2[N:49]=[C:44]([NH:82][C:80](=[O:81])[C:77]3[CH:76]=[CH:75][C:74]([Cl:73])=[CH:79][N:78]=3)[CH:45]=[CH:46][C:47]=2[F:72])([CH:69]([F:71])[F:70])[N:51]=1)(=[O:68])[C:62]1[CH:67]=[CH:66][CH:65]=[CH:64][CH:63]=1. (4) Given the reactants [Br:1][C:2]1[CH:11]=[C:10]2[C:5]([CH:6]=[C:7]([OH:12])[N:8]=[CH:9]2)=[CH:4][N:3]=1.Br[CH2:14][C:15]1[CH:20]=[CH:19][C:18]([S:21]([NH2:24])(=[O:23])=[O:22])=[CH:17][CH:16]=1.C(=O)([O-])[O-].[Cs+].[Cs+], predict the reaction product. The product is: [Br:1][C:2]1[N:3]=[CH:4][C:5]2[C:10]([CH:11]=1)=[CH:9][N:8]([CH2:14][C:15]1[CH:16]=[CH:17][C:18]([S:21]([NH2:24])(=[O:23])=[O:22])=[CH:19][CH:20]=1)[C:7](=[O:12])[CH:6]=2. (5) Given the reactants [Cl:1][C:2]1[CH:7]=[CH:6][C:5]([CH3:8])=[C:4]([N+:9]([O-:11])=[O:10])[CH:3]=1.CO[CH:14](OC)[N:15]([CH3:17])[CH3:16], predict the reaction product. The product is: [Cl:1][C:2]1[CH:7]=[CH:6][C:5](/[CH:8]=[CH:14]/[N:15]([CH3:17])[CH3:16])=[C:4]([N+:9]([O-:11])=[O:10])[CH:3]=1. (6) Given the reactants [CH2:1]([C@@H:3]1[NH:6][C:5](=[O:7])[C@@H:4]1[OH:8])[CH3:2].N1C=CN=C1.[CH2:14]([Si:16](Cl)([CH2:19][CH3:20])[CH2:17][CH3:18])[CH3:15].O, predict the reaction product. The product is: [CH2:1]([C@@H:3]1[NH:6][C:5](=[O:7])[C@@H:4]1[O:8][Si:16]([CH2:19][CH3:20])([CH2:17][CH3:18])[CH2:14][CH3:15])[CH3:2]. (7) The product is: [CH2:8]([P:10](=[O:31])([O:11][C:12]1[CH:17]=[CH:16][C:15]([N+:18]([O-:20])=[O:19])=[CH:14][CH:13]=1)[O:21][CH2:22][CH2:23][CH2:24][CH3:25])[CH3:9]. Given the reactants [H-].[Na+].C(O)CCC.[CH2:8]([P:10](=[O:31])([O:21][C:22]1C=C[C:25]([N+]([O-])=O)=[CH:24][CH:23]=1)[O:11][C:12]1[CH:17]=[CH:16][C:15]([N+:18]([O-:20])=[O:19])=[CH:14][CH:13]=1)[CH3:9], predict the reaction product. (8) Given the reactants [CH:1]1([CH2:4][NH:5][C:6]2[N:15]=[CH:14][C:13]3[C:8](=[CH:9][C:10]([C:17]([O:19]C)=[O:18])=[CH:11][C:12]=3[F:16])[N:7]=2)[CH2:3][CH2:2]1.[Li+].[OH-].C(O)(=O)CC(CC(O)=O)(C(O)=O)O, predict the reaction product. The product is: [CH:1]1([CH2:4][NH:5][C:6]2[N:15]=[CH:14][C:13]3[C:8](=[CH:9][C:10]([C:17]([OH:19])=[O:18])=[CH:11][C:12]=3[F:16])[N:7]=2)[CH2:2][CH2:3]1. (9) Given the reactants [N+:1]([C:4]1[CH:12]=[C:11]2[C:7]([C:8]([C:13]3[CH:18]=[CH:17][CH:16]=[CH:15][CH:14]=3)=[CH:9][NH:10]2)=[CH:6][CH:5]=1)([O-:3])=[O:2].[H-].[Na+].[CH3:21]I.Cl, predict the reaction product. The product is: [CH3:21][N:10]1[C:11]2[C:7](=[CH:6][CH:5]=[C:4]([N+:1]([O-:3])=[O:2])[CH:12]=2)[C:8]([C:13]2[CH:18]=[CH:17][CH:16]=[CH:15][CH:14]=2)=[CH:9]1. (10) Given the reactants [CH:1]([N:4]1[CH2:8][CH2:7][CH2:6][CH:5]1[C:9]([NH:11][C@H:12]([C:31]([O:33]C)=[O:32])[CH2:13][C:14]1[CH:19]=[CH:18][C:17]([O:20][CH2:21][CH2:22][C:23]2[CH:28]=[CH:27][CH:26]=[C:25]([NH:29][CH3:30])[N:24]=2)=[CH:16][CH:15]=1)=[O:10])([CH3:3])[CH3:2].[OH-].[Na+], predict the reaction product. The product is: [CH:1]([N:4]1[CH2:8][CH2:7][CH2:6][CH:5]1[C:9]([NH:11][C@H:12]([C:31]([OH:33])=[O:32])[CH2:13][C:14]1[CH:19]=[CH:18][C:17]([O:20][CH2:21][CH2:22][C:23]2[CH:28]=[CH:27][CH:26]=[C:25]([NH:29][CH3:30])[N:24]=2)=[CH:16][CH:15]=1)=[O:10])([CH3:3])[CH3:2].